From a dataset of Reaction yield outcomes from USPTO patents with 853,638 reactions. Predict the reaction yield, written as a fraction of the theoretical maximum amount of product (1.0 means a 100% yield; for example, 0.34 means a 34% yield). The reactants are [Cl:1][C:2]1[CH:3]=[C:4]([C:8]2[O:12][N:11]=[C:10]([C@H:13]3[CH2:17][CH2:16][CH2:15][N:14]3[C:18]3[N:19]([CH3:33])[C:20]([C:23]4[CH:32]=[CH:31][C:26]([C:27]([O:29]C)=[O:28])=[CH:25][CH:24]=4)=[N:21][N:22]=3)[CH:9]=2)[CH:5]=[CH:6][CH:7]=1.[OH-].[Na+].Cl. The catalyst is C1COCC1.O. The product is [Cl:1][C:2]1[CH:3]=[C:4]([C:8]2[O:12][N:11]=[C:10]([C@H:13]3[CH2:17][CH2:16][CH2:15][N:14]3[C:18]3[N:19]([CH3:33])[C:20]([C:23]4[CH:24]=[CH:25][C:26]([C:27]([OH:29])=[O:28])=[CH:31][CH:32]=4)=[N:21][N:22]=3)[CH:9]=2)[CH:5]=[CH:6][CH:7]=1. The yield is 0.990.